Dataset: Reaction yield outcomes from USPTO patents with 853,638 reactions. Task: Predict the reaction yield, written as a fraction of the theoretical maximum amount of product (1.0 means a 100% yield; for example, 0.34 means a 34% yield). (1) The reactants are [Br:1][C:2]1[CH:11]=[C:10]2[C:5]([N:6]=[CH:7][C:8](=O)[NH:9]2)=[CH:4][CH:3]=1.O=P(Cl)(Cl)[Cl:15]. No catalyst specified. The product is [Br:1][C:2]1[CH:11]=[C:10]2[C:5]([N:6]=[CH:7][C:8]([Cl:15])=[N:9]2)=[CH:4][CH:3]=1. The yield is 0.700. (2) The reactants are [H-].[Al+3].[Li+].[H-].[H-].[H-].O1CCCC1.[Si:12]([O:19][CH:20]1[CH2:25][CH2:24][CH:23]([C:26](OC)=[O:27])[CH2:22][CH2:21]1)([C:15]([CH3:18])([CH3:17])[CH3:16])([CH3:14])[CH3:13].[OH-].[Na+]. The catalyst is O. The product is [Si:12]([O:19][CH:20]1[CH2:21][CH2:22][CH:23]([CH2:26][OH:27])[CH2:24][CH2:25]1)([C:15]([CH3:18])([CH3:17])[CH3:16])([CH3:14])[CH3:13]. The yield is 0.930. (3) The reactants are [Cl:1][C:2]1[CH:3]=[C:4]([CH:7]=[C:8]([OH:10])[CH:9]=1)[CH:5]=[O:6].C(=O)([O-])[O-].[K+].[K+].CS(O[CH2:22][CH2:23][F:24])(=O)=O. The catalyst is CN(C=O)C. The product is [Cl:1][C:2]1[CH:3]=[C:4]([CH:7]=[C:8]([O:10][CH2:22][CH2:23][F:24])[CH:9]=1)[CH:5]=[O:6]. The yield is 0.710.